This data is from hERG potassium channel inhibition data for cardiac toxicity prediction from Karim et al.. The task is: Regression/Classification. Given a drug SMILES string, predict its toxicity properties. Task type varies by dataset: regression for continuous values (e.g., LD50, hERG inhibition percentage) or binary classification for toxic/non-toxic outcomes (e.g., AMES mutagenicity, cardiotoxicity, hepatotoxicity). Dataset: herg_karim. (1) The drug is CC(C)(C)Oc1cc([C@H](C2=CNC(C(C)(C)O)S2)c2cc[n+]([O-])cc2)ccc1OC(F)F. The result is 0 (non-blocker). (2) The result is 0 (non-blocker). The molecule is Cc1ccccc1C1CCN(C[C@@H]2Cc3cccnc3[C@@H](O)C2)CC1O.